This data is from Catalyst prediction with 721,799 reactions and 888 catalyst types from USPTO. The task is: Predict which catalyst facilitates the given reaction. (1) Reactant: [CH2:1]([O:8][C:9]1[CH:10]=[C:11]2[C:16](=[CH:17][C:18]=1[O:19][CH3:20])[C:15]([C:21](=[O:30])[C:22]1[CH:27]=[CH:26][CH:25]=[C:24]([O:28][CH3:29])[CH:23]=1)=[N:14][CH:13]=[C:12]2[CH:31]=[O:32])[C:2]1[CH:7]=[CH:6][CH:5]=[CH:4][CH:3]=1.O.P([O-])(O)(O)=[O:35].[Na+].CC(=CC)C.Cl([O-])=O.[Na+]. Product: [CH2:1]([O:8][C:9]1[CH:10]=[C:11]2[C:16](=[CH:17][C:18]=1[O:19][CH3:20])[C:15]([C:21](=[O:30])[C:22]1[CH:27]=[CH:26][CH:25]=[C:24]([O:28][CH3:29])[CH:23]=1)=[N:14][CH:13]=[C:12]2[C:31]([OH:35])=[O:32])[C:2]1[CH:7]=[CH:6][CH:5]=[CH:4][CH:3]=1. The catalyst class is: 371. (2) Reactant: [CH3:1][O:2][C:3]1[C:8]2[O:9][CH2:10][CH2:11][O:12][C:7]=2[C:6]([C:13]2([C:23]#[C:24][C:25]3[CH:35]=[CH:34][C:28]([C:29]([O:31][CH2:32][CH3:33])=[O:30])=[CH:27][CH:26]=3)[CH2:22][CH2:21][C:16]3(OCC[O:17]3)[CH2:15][CH2:14]2)=[CH:5][CH:4]=1.Cl.C(=O)(O)[O-].[Na+]. Product: [CH3:1][O:2][C:3]1[C:8]2[O:9][CH2:10][CH2:11][O:12][C:7]=2[C:6]([C:13]2([C:23]#[C:24][C:25]3[CH:26]=[CH:27][C:28]([C:29]([O:31][CH2:32][CH3:33])=[O:30])=[CH:34][CH:35]=3)[CH2:22][CH2:21][C:16](=[O:17])[CH2:15][CH2:14]2)=[CH:5][CH:4]=1. The catalyst class is: 21. (3) Reactant: [N+:1]([C:4]1[C:5]([NH:13][CH:14]2[CH2:19][CH2:18][N:17]([C:20]([O:22][C:23]([CH3:26])([CH3:25])[CH3:24])=[O:21])[CH2:16][CH2:15]2)=[C:6]2[S:12][CH:11]=[CH:10][C:7]2=[N:8][CH:9]=1)([O-])=O. Product: [NH2:1][C:4]1[C:5]([NH:13][CH:14]2[CH2:19][CH2:18][N:17]([C:20]([O:22][C:23]([CH3:26])([CH3:25])[CH3:24])=[O:21])[CH2:16][CH2:15]2)=[C:6]2[S:12][CH:11]=[CH:10][C:7]2=[N:8][CH:9]=1. The catalyst class is: 43.